This data is from Full USPTO retrosynthesis dataset with 1.9M reactions from patents (1976-2016). The task is: Predict the reactants needed to synthesize the given product. (1) Given the product [C:1]([O:5][C:6](=[O:18])[CH2:7][N:8]1[C:16]2[C:11](=[CH:12][CH:13]=[C:14]([O:17][CH2:32][CH2:31][C:21]3[N:22]=[C:23]([C:25]4[CH:30]=[CH:29][CH:28]=[CH:27][CH:26]=4)[S:24][C:20]=3[CH3:19])[CH:15]=2)[CH:10]=[CH:9]1)([CH3:4])([CH3:2])[CH3:3], predict the reactants needed to synthesize it. The reactants are: [C:1]([O:5][C:6](=[O:18])[CH2:7][N:8]1[C:16]2[C:11](=[CH:12][CH:13]=[C:14]([OH:17])[CH:15]=2)[CH:10]=[CH:9]1)([CH3:4])([CH3:3])[CH3:2].[CH3:19][C:20]1[S:24][C:23]([C:25]2[CH:30]=[CH:29][CH:28]=[CH:27][CH:26]=2)=[N:22][C:21]=1[CH2:31][CH2:32]O.C1(P(C2C=CC=CC=2)C2C=CC=CC=2)C=CC=CC=1.N(C(OC(C)(C)C)=O)=NC(OC(C)(C)C)=O. (2) Given the product [F:1][C:2]1[CH:3]=[C:4]([N+:13]([O-:15])=[O:14])[CH:5]=[C:6]2[C:11]=1[N:10]([CH3:17])[C:9](=[O:12])[CH2:8][CH2:7]2, predict the reactants needed to synthesize it. The reactants are: [F:1][C:2]1[CH:3]=[C:4]([N+:13]([O-:15])=[O:14])[CH:5]=[C:6]2[C:11]=1[NH:10][C:9](=[O:12])[CH2:8][CH2:7]2.I[CH3:17]. (3) The reactants are: [C:1]([C:3]([C:6]1[CH:14]=[CH:13][C:9]([C:10]([OH:12])=O)=[CH:8][CH:7]=1)([CH3:5])[CH3:4])#[N:2].[Cl:15][C:16]1[CH:17]=[CH:18][C:19]2[N:20]([CH:22]=[C:23]([NH2:25])[N:24]=2)[CH:21]=1. Given the product [Cl:15][C:16]1[CH:17]=[CH:18][C:19]2[N:20]([CH:22]=[C:23]([NH:25][C:10](=[O:12])[C:9]3[CH:8]=[CH:7][C:6]([C:3]([C:1]#[N:2])([CH3:4])[CH3:5])=[CH:14][CH:13]=3)[N:24]=2)[CH:21]=1, predict the reactants needed to synthesize it. (4) Given the product [CH2:11]([NH2:6])[CH2:10][CH2:9][CH2:8][CH2:7][CH2:2][CH2:1][CH3:3], predict the reactants needed to synthesize it. The reactants are: [CH2:1]([C:3](C)=O)[CH3:2].[N:6]1[CH:11]=[CH:10][CH:9]=[CH:8][CH:7]=1.